Dataset: CYP2C9 inhibition data for predicting drug metabolism from PubChem BioAssay. Task: Regression/Classification. Given a drug SMILES string, predict its absorption, distribution, metabolism, or excretion properties. Task type varies by dataset: regression for continuous measurements (e.g., permeability, clearance, half-life) or binary classification for categorical outcomes (e.g., BBB penetration, CYP inhibition). Dataset: cyp2c9_veith. (1) The molecule is O=c1c(-c2cccs2)nc2cnc(N3CCNCC3)nc2n1Cc1cccs1. The result is 1 (inhibitor). (2) The result is 0 (non-inhibitor). The compound is Cc1nc2cnc(Nc3ccccc3)nc2n(Cc2cccs2)c1=O. (3) The drug is C=CCn1c(SCC(=O)N2CC(=O)Nc3ccccc32)nc2scc(-c3ccccc3)c2c1=O. The result is 1 (inhibitor). (4) The molecule is O=C(c1cnccn1)N1CCC2(CC1)CCN(C(c1ccccc1)c1ccccc1)CC2. The result is 0 (non-inhibitor). (5) The compound is CCOC(=O)Cc1csc(NC(=O)c2ccc(Cl)nc2)n1. The result is 1 (inhibitor). (6) The drug is C=CCN1C[C@H](C)N([C@H](c2ccc(C(=O)N(CC)CC)cc2)c2cccc(O)c2)C[C@H]1C. The result is 1 (inhibitor). (7) The molecule is CC(C)(C)NS(=O)(=O)c1ccc(NS(=O)(=O)c2ccc(F)cc2)cc1. The result is 1 (inhibitor).